From a dataset of Peptide-MHC class I binding affinity with 185,985 pairs from IEDB/IMGT. Regression. Given a peptide amino acid sequence and an MHC pseudo amino acid sequence, predict their binding affinity value. This is MHC class I binding data. (1) The MHC is Patr-B0101 with pseudo-sequence Patr-B0101. The binding affinity (normalized) is 0. The peptide sequence is TSTLQEQIGW. (2) The peptide sequence is VVGADGFGY. The MHC is HLA-A68:02 with pseudo-sequence HLA-A68:02. The binding affinity (normalized) is 0.0847. (3) The peptide sequence is RILHNFAYSL. The MHC is HLA-A26:01 with pseudo-sequence HLA-A26:01. The binding affinity (normalized) is 0.225. (4) The MHC is HLA-A68:02 with pseudo-sequence HLA-A68:02. The peptide sequence is TLLCVLAALV. The binding affinity (normalized) is 0.225. (5) The peptide sequence is MVRLTTQGL. The MHC is HLA-A30:01 with pseudo-sequence HLA-A30:01. The binding affinity (normalized) is 0.804. (6) The peptide sequence is IALLTNSL. The MHC is H-2-Kb with pseudo-sequence H-2-Kb. The binding affinity (normalized) is 0.588. (7) The peptide sequence is IPQSLDSYWTSL. The MHC is Mamu-A2601 with pseudo-sequence Mamu-A2601. The binding affinity (normalized) is 0. (8) The peptide sequence is LMRTNFLIK. The MHC is HLA-B18:01 with pseudo-sequence HLA-B18:01. The binding affinity (normalized) is 0.0847.